Dataset: Full USPTO retrosynthesis dataset with 1.9M reactions from patents (1976-2016). Task: Predict the reactants needed to synthesize the given product. (1) Given the product [F:34][C:33]1[CH:32]=[CH:31][CH:30]=[C:29]([F:35])[C:28]=1[CH:17]([CH2:16][OH:15])[CH:18]([C:21]1[CH:22]=[CH:23][C:24]([F:27])=[CH:25][CH:26]=1)[C:19]#[N:20], predict the reactants needed to synthesize it. The reactants are: N1C=CC=CC=1.F.[Si]([O:15][CH2:16][CH:17]([C:28]1[C:33]([F:34])=[CH:32][CH:31]=[CH:30][C:29]=1[F:35])[CH:18]([C:21]1[CH:26]=[CH:25][C:24]([F:27])=[CH:23][CH:22]=1)[C:19]#[N:20])(C(C)(C)C)(C)C.C(=O)([O-])O.[Na+].CCOC(C)=O. (2) Given the product [Cl:1][C:2]1[CH:7]=[CH:6][N:5]=[C:4]2[CH:8]=[C:9]([C:17]3[N:22]=[CH:21][C:20]([CH2:23][CH2:24][N:25]([CH2:33][CH2:34][O:35][CH3:36])[C:26](=[O:32])[O:27][C:28]([CH3:31])([CH3:29])[CH3:30])=[CH:19][CH:18]=3)[S:10][C:3]=12, predict the reactants needed to synthesize it. The reactants are: [Cl:1][C:2]1[CH:7]=[CH:6][N:5]=[C:4]2[CH:8]=[CH:9][S:10][C:3]=12.[Li]CCCC.Br[C:17]1[N:22]=[CH:21][C:20]([CH2:23][CH2:24][N:25]([CH2:33][CH2:34][O:35][CH3:36])[C:26](=[O:32])[O:27][C:28]([CH3:31])([CH3:30])[CH3:29])=[CH:19][CH:18]=1. (3) Given the product [ClH:3].[C:8]1([C:14]2[N:15]=[C:16]3[CH:21]=[CH:20][CH:19]=[C:18]([CH2:5][Cl:7])[N:17]3[CH:24]=2)[CH:9]=[CH:10][CH:11]=[CH:12][CH:13]=1, predict the reactants needed to synthesize it. The reactants are: S(Cl)([Cl:3])=O.[CH2:5]([Cl:7])Cl.[C:8]1([C:14]2[N:15]=[C:16]3[CH:21]=[CH:20][CH:19]=[C:18](CO)[N:17]3[CH:24]=2)[CH:13]=[CH:12][CH:11]=[CH:10][CH:9]=1. (4) Given the product [CH3:1][C:2]1([C:13]2[CH:18]=[CH:17][CH:16]=[CH:15][CH:14]=2)[C:10]2[NH:20][C:8](=[O:9])[NH:7][C:6](=[O:12])[C:5]=2[CH2:4][CH2:3]1, predict the reactants needed to synthesize it. The reactants are: [CH3:1][C:2]1([C:13]2[CH:18]=[CH:17][CH:16]=[CH:15][CH:14]=2)[C:10]2[O:9][C:8](=O)[NH:7][C:6](=[O:12])[C:5]=2[CH2:4][CH2:3]1.[OH-].[NH4+:20]. (5) Given the product [OH:12][C:9]1[CH:8]=[CH:7][C:4]([CH:5]=[O:6])=[C:3]([O:2][CH3:1])[C:10]=1[CH3:11], predict the reactants needed to synthesize it. The reactants are: [CH3:1][O:2][C:3]1[C:10]([CH3:11])=[C:9]([O:12]C2CCCCO2)[CH:8]=[CH:7][C:4]=1[CH:5]=[O:6].Cl. (6) Given the product [CH3:35][C:34]1[CH:33]=[CH:32][C:25]([C:26]([NH2:28])=[O:27])=[CH:24][C:23]=1[C:19]1[CH:18]=[C:17]2[C:22](=[CH:21][CH:20]=1)[C:13]([C:4]1[CH:5]=[CH:6][C:7]([S:40]([CH3:44])(=[O:42])=[O:39])=[CH:8][C:3]=1[CH3:2])=[N:14][N:15]=[CH:16]2, predict the reactants needed to synthesize it. The reactants are: F[C:2](F)(F)[C:3]1[CH:8]=[C:7](C(F)(F)F)[CH:6]=[CH:5][C:4]=1[C:13]1[C:22]2[C:17](=[CH:18][C:19]([C:23]3[CH:24]=[C:25]([CH:32]=[CH:33][C:34]=3[CH3:35])[C:26]([NH:28]C3CC3)=[O:27])=[CH:20][CH:21]=2)[CH:16]=[N:15][N:14]=1.O[O:39][S:40]([O-:42])=O.[K+].[CH3:44]O.O. (7) Given the product [Cl:28][CH2:29][CH2:30][CH2:31][C:32]#[C:33][C:17]1[CH:18]=[CH:19][C:14]([NH:13][C:12]2[C:11]3[C:6](=[CH:7][C:8]([O:26][CH3:27])=[C:9]([O:24][CH3:25])[CH:10]=3)[N:5]=[CH:4][C:3]=2[C:1]#[N:2])=[C:15]2[O:23][CH2:22][O:21][C:16]=12, predict the reactants needed to synthesize it. The reactants are: [C:1]([C:3]1[CH:4]=[N:5][C:6]2[C:11]([C:12]=1[NH:13][C:14]1[CH:19]=[CH:18][C:17](I)=[C:16]3[O:21][CH2:22][O:23][C:15]=13)=[CH:10][C:9]([O:24][CH3:25])=[C:8]([O:26][CH3:27])[CH:7]=2)#[N:2].[Cl:28][CH2:29][CH2:30][CH2:31][C:32]#[CH:33]. (8) Given the product [C:35]([N:29]1[CH2:30][CH:27]([C:25]([NH:24][C:20]2[CH:21]=[C:22]([CH3:23])[N:18]([CH2:17][C:4]3[C:5]4[O:9][C:8]([C:10]5[CH:15]=[CH:14][CH:13]=[CH:12][CH:11]=5)=[CH:7][C:6]=4[CH:16]=[C:2]([Cl:1])[CH:3]=3)[N:19]=2)=[O:26])[CH2:28]1)(=[O:36])[CH3:34], predict the reactants needed to synthesize it. The reactants are: [Cl:1][C:2]1[CH:3]=[C:4]([CH2:17][N:18]2[C:22]([CH3:23])=[CH:21][C:20]([NH:24][C:25]([CH:27]3[CH2:30][NH:29][CH2:28]3)=[O:26])=[N:19]2)[C:5]2[O:9][C:8]([C:10]3[CH:15]=[CH:14][CH:13]=[CH:12][CH:11]=3)=[CH:7][C:6]=2[CH:16]=1.C(N1CC[O:36][CH2:35][CH2:34]1)C.C(OC(=O)C)(=O)C.